This data is from Full USPTO retrosynthesis dataset with 1.9M reactions from patents (1976-2016). The task is: Predict the reactants needed to synthesize the given product. (1) Given the product [F:69][C:66]([F:67])([F:68])[C:58]1[CH:57]=[C:56]([CH:61]=[C:60]([C:62]([F:63])([F:64])[F:65])[CH:59]=1)[C:54]([N:51]1[CH2:52][CH2:53][C@H:48]([NH:47][C:12]([C:10]2[C:9]3[C:4](=[CH:5][CH:6]=[CH:7][CH:8]=3)[N:3]=[C:2]([OH:1])[CH:11]=2)=[O:14])[CH2:49][C@H:50]1[CH2:70][C:71]1[CH:72]=[CH:73][C:74]([Cl:77])=[CH:75][CH:76]=1)=[O:55], predict the reactants needed to synthesize it. The reactants are: [OH:1][C:2]1[CH:11]=[C:10]([C:12]([OH:14])=O)[C:9]2[C:4](=[CH:5][CH:6]=[CH:7][CH:8]=2)[N:3]=1.C1C=CC2N(O)N=NC=2C=1.C(N(CC)CC)C.C1CCC(N=C=NC2CCCCC2)CC1.[NH2:47][C@H:48]1[CH2:53][CH2:52][N:51]([C:54]([C:56]2[CH:61]=[C:60]([C:62]([F:65])([F:64])[F:63])[CH:59]=[C:58]([C:66]([F:69])([F:68])[F:67])[CH:57]=2)=[O:55])[C@H:50]([CH2:70][C:71]2[CH:76]=[CH:75][C:74]([Cl:77])=[CH:73][CH:72]=2)[CH2:49]1. (2) Given the product [Br:1][C:2]1[CH:3]=[C:4]([NH:8][NH2:9])[CH:5]=[CH:6][CH:7]=1, predict the reactants needed to synthesize it. The reactants are: [Br:1][C:2]1[CH:3]=[C:4]([NH2:8])[CH:5]=[CH:6][CH:7]=1.[N:9]([O-])=O.[Na+].O.O.Cl[Sn]Cl. (3) The reactants are: [CH3:1][S:2]([N:5]1[CH2:10][CH2:9][NH:8][CH2:7][CH2:6]1)(=[O:4])=[O:3].C(=O)([O-])[O-].[K+].[K+].Br[CH2:18][CH2:19][Cl:20]. Given the product [Cl:20][CH2:19][CH2:18][N:8]1[CH2:9][CH2:10][N:5]([S:2]([CH3:1])(=[O:4])=[O:3])[CH2:6][CH2:7]1, predict the reactants needed to synthesize it. (4) The reactants are: C(OC([N:8]1[C:12]2[CH:13]=[CH:14][CH:15]=[CH:16][C:11]=2[N:10]=[C:9]1[CH2:17][NH:18][CH:19]1[C:28]2[N:27]=[CH:26][CH:25]=[CH:24][C:23]=2[CH2:22][CH2:21][CH2:20]1)=O)(C)(C)C.C(N(CC)C(C)C)(C)C.Br[CH2:39][CH2:40][CH2:41][C:42]#[N:43]. Given the product [NH:10]1[C:11]2[CH:16]=[CH:15][CH:14]=[CH:13][C:12]=2[N:8]=[C:9]1[CH2:17][N:18]([CH:19]1[C:28]2[N:27]=[CH:26][CH:25]=[CH:24][C:23]=2[CH2:22][CH2:21][CH2:20]1)[CH2:39][CH2:40][CH2:41][CH2:42][NH2:43], predict the reactants needed to synthesize it. (5) Given the product [Br:1][C:2]1[CH:7]=[CH:6][C:5]([C:8]([NH:10][C:11]2[N:15]([CH3:16])[N:14]=[CH:13][C:12]=2[C:17]([NH:39][CH2:40][C@@H:41]2[CH2:45][CH2:44][N:43]([C:46]([O:48][C:49]([CH3:52])([CH3:51])[CH3:50])=[O:47])[CH2:42]2)=[O:19])=[O:9])=[C:4]([F:20])[CH:3]=1, predict the reactants needed to synthesize it. The reactants are: [Br:1][C:2]1[CH:7]=[CH:6][C:5]([C:8]([NH:10][C:11]2[N:15]([CH3:16])[N:14]=[CH:13][C:12]=2[C:17]([OH:19])=O)=[O:9])=[C:4]([F:20])[CH:3]=1.[Cl-].ClC1N(C)CC[NH+]1C.CCN(C(C)C)C(C)C.[NH2:39][CH2:40][C@@H:41]1[CH2:45][CH2:44][N:43]([C:46]([O:48][C:49]([CH3:52])([CH3:51])[CH3:50])=[O:47])[CH2:42]1. (6) Given the product [O:8]=[C:6]1[N:5]([C:9]2[CH:10]=[CH:11][C:12]3[CH2:18][CH2:17][CH2:16][C:15](=[O:19])[CH2:14][C:13]=3[CH:20]=2)[CH2:4][CH:3]([CH2:2][NH:1][C:21](=[O:23])[CH3:22])[O:7]1, predict the reactants needed to synthesize it. The reactants are: [NH2:1][CH2:2][CH:3]1[O:7][C:6](=[O:8])[N:5]([C:9]2[CH:10]=[CH:11][C:12]3[CH2:18][CH2:17][CH2:16][C:15](=[O:19])[CH2:14][C:13]=3[CH:20]=2)[CH2:4]1.[C:21](OC(=O)C)(=[O:23])[CH3:22].N1C=CC=CC=1.ClCCl. (7) Given the product [OH:1][C:2]1[C:7]([NH:8][C:9](=[O:18])[O:10][CH2:11][C:12]2[CH:13]=[CH:14][CH:15]=[CH:16][CH:17]=2)=[CH:6][C:5]([I:26])=[CH:4][N:3]=1, predict the reactants needed to synthesize it. The reactants are: [OH:1][C:2]1[C:7]([NH:8][C:9](=[O:18])[O:10][CH2:11][C:12]2[CH:17]=[CH:16][CH:15]=[CH:14][CH:13]=2)=[CH:6][CH:5]=[CH:4][N:3]=1.C1C(=O)N([I:26])C(=O)C1.